The task is: Predict the reactants needed to synthesize the given product.. This data is from Full USPTO retrosynthesis dataset with 1.9M reactions from patents (1976-2016). (1) Given the product [C:48]([O:47][C:45]([N:42]1[CH2:41][CH2:40][CH:39]([NH:38][C:36]([C:33]2[CH:32]=[C:31]([C:9]3[C:10]([O:21][C:22]4[CH:27]=[CH:26][C:25]([NH2:28])=[CH:24][CH:23]=4)=[CH:11][C:12]([O:14][CH2:15][O:16][CH2:17][CH2:18][O:19][CH3:20])=[CH:13][C:8]=3[O:7][CH2:6][O:5][CH2:4][CH2:3][O:2][CH3:1])[O:35][N:34]=2)=[O:37])[CH2:44][CH2:43]1)=[O:46])([CH3:49])([CH3:50])[CH3:51], predict the reactants needed to synthesize it. The reactants are: [CH3:1][O:2][CH2:3][CH2:4][O:5][CH2:6][O:7][C:8]1[CH:13]=[C:12]([O:14][CH2:15][O:16][CH2:17][CH2:18][O:19][CH3:20])[CH:11]=[C:10]([O:21][C:22]2[CH:27]=[CH:26][C:25]([N+:28]([O-])=O)=[CH:24][CH:23]=2)[C:9]=1[C:31]1[O:35][N:34]=[C:33]([C:36]([NH:38][CH:39]2[CH2:44][CH2:43][N:42]([C:45]([O:47][C:48]([CH3:51])([CH3:50])[CH3:49])=[O:46])[CH2:41][CH2:40]2)=[O:37])[CH:32]=1.[Cl-].[NH4+]. (2) Given the product [Br:1][C:2]1[C:10]2[O:9][C:8]([CH3:12])=[CH:7][C:6]=2[CH:5]=[CH:4][CH:3]=1, predict the reactants needed to synthesize it. The reactants are: [Br:1][C:2]1[C:10]2[O:9][CH:8]=[CH:7][C:6]=2[CH:5]=[CH:4][CH:3]=1.[Li+].[CH3:12]C([N-]C(C)C)C.C1COCC1.CCCCCCC.CI.Cl. (3) Given the product [Br:1][C:28]1[C:29]([NH2:31])=[N:30][C:25]([C:22]2[CH:23]=[CH:24][C:19]([O:18][C:13]3[C:12]4[CH:11]=[CH:10][O:9][C:17]=4[CH:16]=[CH:15][N:14]=3)=[CH:20][C:21]=2[CH3:33])=[C:26]([CH3:32])[N:27]=1, predict the reactants needed to synthesize it. The reactants are: [Br:1]N1C(=O)CCC1=O.[O:9]1[C:17]2[CH:16]=[CH:15][N:14]=[C:13]([O:18][C:19]3[CH:24]=[CH:23][C:22]([C:25]4[N:30]=[C:29]([NH2:31])[CH:28]=[N:27][C:26]=4[CH3:32])=[C:21]([CH3:33])[CH:20]=3)[C:12]=2[CH:11]=[CH:10]1. (4) Given the product [Cl:12][C:13]1[C:18]([C:19]2([S:20]([C:23]3[CH:28]=[CH:27][C:26]([Cl:29])=[CH:25][CH:24]=3)(=[O:22])=[O:21])[CH2:10][CH2:9][CH2:8][CH2:7][CH2:6]2)=[CH:17][CH:16]=[CH:15][N:14]=1, predict the reactants needed to synthesize it. The reactants are: C([Li])CCC.[CH3:6][CH2:7][CH2:8][CH2:9][CH2:10]C.[Cl:12][C:13]1[C:18]([CH2:19][S:20]([C:23]2[CH:28]=[CH:27][C:26]([Cl:29])=[CH:25][CH:24]=2)(=[O:22])=[O:21])=[CH:17][CH:16]=[CH:15][N:14]=1.ICCCCCI. (5) Given the product [CH2:1]([NH:8][C:9](=[O:52])[C:10](=[O:51])[C@@H:11]([NH:19][C:20](=[O:50])[C@@H:21]([NH:31][C:32](=[O:49])[C@@H:33]([NH:35][C:36](=[O:48])[CH2:37][N:38]1[C:43]2[CH:44]=[CH:45][CH:46]=[CH:47][C:42]=2[O:41][CH2:40][CH2:39]1)[CH3:34])[CH2:22][C:23]1[CH:28]=[CH:27][C:26]([O:29][CH3:30])=[CH:25][CH:24]=1)[CH2:12][C:13]1[CH:14]=[CH:15][CH:16]=[CH:17][CH:18]=1)[C:2]1[CH:3]=[CH:4][CH:5]=[CH:6][CH:7]=1, predict the reactants needed to synthesize it. The reactants are: [CH2:1]([NH:8][C:9](=[O:52])[C@@H:10]([OH:51])[CH:11]([NH:19][C:20](=[O:50])[C@@H:21]([NH:31][C:32](=[O:49])[C@@H:33]([NH:35][C:36](=[O:48])[CH2:37][N:38]1[C:43]2[CH:44]=[CH:45][CH:46]=[CH:47][C:42]=2[O:41][CH2:40][CH2:39]1)[CH3:34])[CH2:22][C:23]1[CH:28]=[CH:27][C:26]([O:29][CH3:30])=[CH:25][CH:24]=1)[CH2:12][C:13]1[CH:18]=[CH:17][CH:16]=[CH:15][CH:14]=1)[C:2]1[CH:7]=[CH:6][CH:5]=[CH:4][CH:3]=1.CC(OI1(OC(C)=O)(OC(C)=O)OC(=O)C2C=CC=CC1=2)=O. (6) Given the product [CH2:14]([NH:13][CH2:1][C:2]1[CH:3]=[C:4]2[C:9](=[CH:10][CH:11]=1)[N:8]=[CH:7][CH:6]=[N:5]2)[CH2:15][CH2:16][CH3:17], predict the reactants needed to synthesize it. The reactants are: [CH3:1][C:2]1[CH:3]=[C:4]2[C:9](=[CH:10][CH:11]=1)[N:8]=[CH:7][CH:6]=[N:5]2.Br[N:13]1[C:17](=O)[CH2:16][CH2:15][C:14]1=O.C(OOC(=O)C1C=CC=CC=1)(=O)C1C=CC=CC=1.BrCC1C=C2C(=CC=1)N=CC=N2.